Dataset: Reaction yield outcomes from USPTO patents with 853,638 reactions. Task: Predict the reaction yield, written as a fraction of the theoretical maximum amount of product (1.0 means a 100% yield; for example, 0.34 means a 34% yield). (1) The reactants are C1(=O)O[CH:6](C2C=CC=CC=2)[O:5][C:3](=[O:4])C1.[H-].[Na+].[F:17][C:18]1[CH:23]=[CH:22][C:21]([CH3:24])=[C:20]([N+:25]([O-:27])=[O:26])[CH:19]=1.[CH3:28][CH2:29][CH2:30][CH2:31][CH2:32][CH3:33].C[CH2:35][O:36][C:37]([CH3:39])=[O:38].[CH3:40]N(C=O)C. No catalyst specified. The product is [F:17][C:18]1[CH:23]=[CH:22][C:21]([CH2:24][CH:40]([CH:39]([C:3]([O:5][CH3:6])=[O:4])[C:37]([O:36][CH3:35])=[O:38])[C:30]2[CH:29]=[CH:28][CH:33]=[CH:32][CH:31]=2)=[C:20]([N+:25]([O-:27])=[O:26])[CH:19]=1. The yield is 0.300. (2) The reactants are [CH3:1][C:2]([C:10]1[CH:11]=[C:12]([CH:17]=[CH:18][CH:19]=1)[C:13]([O:15]C)=[O:14])([CH3:9])[C:3]#[C:4][Si](C)(C)C.C1COCC1.CO.[OH-].[Li+]. The catalyst is CCOC(C)=O.O. The product is [CH3:9][C:2]([C:10]1[CH:11]=[C:12]([CH:17]=[CH:18][CH:19]=1)[C:13]([OH:15])=[O:14])([CH3:1])[C:3]#[CH:4]. The yield is 0.880. (3) The reactants are [NH2:1][C:2]1[C:3]2[NH:10][CH:9]=[C:8]([C@H:11]3[C@H:15]([OH:16])[C@@H:14]([OH:17])[C@@H:13]([CH2:18][OH:19])[N:12]3C(OC(C)(C)C)=O)[C:4]=2[N:5]=[CH:6][N:7]=1.Cl. The catalyst is C(O)C. The product is [NH2:1][C:2]1[C:3]2[NH:10][CH:9]=[C:8]([C@H:11]3[C@H:15]([OH:16])[C@@H:14]([OH:17])[C@@H:13]([CH2:18][OH:19])[NH:12]3)[C:4]=2[N:5]=[CH:6][N:7]=1. The yield is 0.550.